Dataset: Reaction yield outcomes from USPTO patents with 853,638 reactions. Task: Predict the reaction yield, written as a fraction of the theoretical maximum amount of product (1.0 means a 100% yield; for example, 0.34 means a 34% yield). (1) The reactants are [OH:1][C:2]1[CH:9]=[CH:8][C:5]([CH:6]=[O:7])=[CH:4][CH:3]=1.Br[CH2:11][CH:12]1[CH2:17][CH2:16][CH2:15][CH2:14][CH2:13]1.C([O-])([O-])=O.[K+].[K+]. The catalyst is CC#N. The product is [CH:12]1([CH2:11][O:1][C:2]2[CH:9]=[CH:8][C:5]([CH:6]=[O:7])=[CH:4][CH:3]=2)[CH2:17][CH2:16][CH2:15][CH2:14][CH2:13]1. The yield is 0.820. (2) The reactants are [CH3:1][O:2][C:3]([NH:5][C@H:6]([C:11]([N:13]1[CH2:17][C@@H:16]([CH3:18])[CH2:15][C@H:14]1[C:19]1[NH:20][C:21]([C:24]2[CH:29]=[C:28]3[CH2:30][O:31][C:32]4[CH:59]=[C:58]5[C:35]([CH:36]=[CH:37][C:38]6[N:42]=[C:41]([C@@H:43]7[CH2:47][C@H:46]([CH2:48][O:49][CH3:50])[CH2:45][N:44]7[C:51](OC(C)(C)C)=[O:52])[NH:40][C:39]=65)=[CH:34][C:33]=4[C:27]3=[CH:26][CH:25]=2)=[CH:22][N:23]=1)=[O:12])[C@@H:7]([CH2:9][CH3:10])[CH3:8])=[O:4].[CH3:60][O:61][C:62]([NH:64][C@@H:65]([CH:69]([CH3:71])[CH3:70])C(O)=O)=[O:63].CN(C(ON1N=NC2C=CC=NC1=2)=[N+](C)C)C.F[P-](F)(F)(F)(F)F.CN1CCOCC1. The catalyst is Cl.CCO.CN(C=O)C. The product is [CH3:1][O:2][C:3]([NH:5][C@@H:6]([C@H:7]([CH3:8])[CH2:9][CH3:10])[C:11]([N:13]1[CH2:17][C@@H:16]([CH3:18])[CH2:15][C@H:14]1[C:19]1[NH:20][C:21]([C:24]2[CH:29]=[C:28]3[CH2:30][O:31][C:34]4[CH:35]=[C:58]5[C:59]([CH:36]=[CH:37][C:38]6[N:42]=[C:41]([C@@H:43]7[CH2:47][C@H:46]([CH2:48][O:49][CH3:50])[CH2:45][N:44]7[C:51](=[O:52])[C@@H:65]([NH:64][C:62](=[O:63])[O:61][CH3:60])[CH:69]([CH3:71])[CH3:70])[NH:40][C:39]=65)=[CH:32][C:33]=4[C:27]3=[CH:26][CH:25]=2)=[CH:22][N:23]=1)=[O:12])=[O:4]. The yield is 0.710. (3) The reactants are [CH2:1]1[CH:5]2C3[CH:3]=[CH:2][CH:1](C2[CH:3]=[CH:2]1)[CH2:5]3.[CH:11]1CC=CC=1.[CH3:16][C:17]1[C:18](=[O:23])[O:19][C:20](=[O:22])[CH:21]=1. The catalyst is CCOCC. The product is [CH3:11][C:21]12[C:20](=[O:22])[O:19][C:18](=[O:23])[CH:17]1[CH:16]1[CH2:3][CH:2]2[CH:1]=[CH:5]1. The yield is 0.950. (4) The reactants are [CH:1](=[C:8]1/[N:9]=[C:10]([C:14]2[CH:19]=[C:18]([F:20])[CH:17]=[CH:16][C:15]=2[F:21])[NH:11][C:12]/1=[O:13])/[C:2]1[CH:7]=[CH:6][CH:5]=[CH:4][CH:3]=1.[CH3:22][O:23][C:24]1[CH:29]=[CH:28][C:27](/[CH:30]=[CH:31]/[CH:32]=[O:33])=[CH:26][CH:25]=1. No catalyst specified. The product is [F:21][C:15]1[CH:16]=[CH:17][C:18]([F:20])=[CH:19][C:14]=1[C:10]1[NH:11][C:12]2[O:13][C:32](=[O:33])[CH:31]([CH2:30][C:27]3[CH:28]=[CH:29][C:24]([O:23][CH3:22])=[CH:25][CH:26]=3)[CH:1]([C:2]3[CH:3]=[CH:4][CH:5]=[CH:6][CH:7]=3)[C:8]=2[N:9]=1. The yield is 0.760. (5) The reactants are [OH:1][C:2]1[CH:7]=[CH:6][C:5]([CH3:8])=[CH:4][N:3]=1.C(=O)([O-])[O-].[K+].[K+].I[C:16]1[CH:21]=[CH:20][CH:19]=[CH:18][CH:17]=1. The catalyst is [Cu]. The product is [CH3:8][C:5]1[CH:6]=[CH:7][C:2](=[O:1])[N:3]([C:16]2[CH:21]=[CH:20][CH:19]=[CH:18][CH:17]=2)[CH:4]=1. The yield is 0.560. (6) The reactants are [NH2:1][C:2]1[CH:10]=[CH:9][C:8]([F:11])=[CH:7][C:3]=1[C:4]([OH:6])=O.O=S(Cl)Cl.[Cl:16][C:17]1[CH:23]=[CH:22][CH:21]=[CH:20][C:18]=1[NH2:19].C(Cl)(Cl)Cl. The catalyst is C1C=CC=CC=1. The product is [NH2:1][C:2]1[CH:10]=[CH:9][C:8]([F:11])=[CH:7][C:3]=1[C:4]([NH:19][C:18]1[CH:20]=[CH:21][CH:22]=[CH:23][C:17]=1[Cl:16])=[O:6]. The yield is 0.580. (7) The reactants are [NH2:1][C:2]1[N:7]=[CH:6][N:5]=[C:4]2[N:8]([C@@H:25]3[CH2:30][CH2:29][CH2:28][N:27](C(OC(C)(C)C)=O)[CH2:26]3)[N:9]=[C:10]([C:11]3[CH:16]=[CH:15][C:14]([O:17][C:18]4[CH:23]=[CH:22][CH:21]=[C:20]([F:24])[CH:19]=4)=[CH:13][CH:12]=3)[C:3]=12.FC(F)(F)C(O)=O. The catalyst is ClCCl. The product is [F:24][C:20]1[CH:19]=[C:18]([CH:23]=[CH:22][CH:21]=1)[O:17][C:14]1[CH:15]=[CH:16][C:11]([C:10]2[C:3]3[C:4](=[N:5][CH:6]=[N:7][C:2]=3[NH2:1])[N:8]([C@@H:25]3[CH2:30][CH2:29][CH2:28][NH:27][CH2:26]3)[N:9]=2)=[CH:12][CH:13]=1. The yield is 0.860. (8) The reactants are [NH2:1][CH:2]1[CH2:7][CH2:6][N:5]([CH2:8][CH2:9][N:10]2[C:15]3[CH:16]=[C:17]([N+:20]([O-:22])=[O:21])[CH:18]=[CH:19][C:14]=3[O:13][CH2:12][C:11]2=[O:23])[CH2:4][CH2:3]1.[O:24]=[C:25]1[CH2:30][O:29][C:28]2[CH:31]=[CH:32][C:33]([CH:35]=O)=[N:34][C:27]=2[NH:26]1.C([BH3-])#N.[Na+]. No catalyst specified. The product is [N+:20]([C:17]1[CH:18]=[CH:19][C:14]2[O:13][CH2:12][C:11](=[O:23])[N:10]([CH2:9][CH2:8][N:5]3[CH2:6][CH2:7][CH:2]([NH:1][CH2:35][C:33]4[CH:32]=[CH:31][C:28]5[O:29][CH2:30][C:25](=[O:24])[NH:26][C:27]=5[N:34]=4)[CH2:3][CH2:4]3)[C:15]=2[CH:16]=1)([O-:22])=[O:21]. The yield is 0.0700.